Dataset: Forward reaction prediction with 1.9M reactions from USPTO patents (1976-2016). Task: Predict the product of the given reaction. (1) Given the reactants Br[C:2]1[CH:8]=[C:7]([CH3:9])[C:5]([NH2:6])=[C:4]([CH2:10][CH3:11])[CH:3]=1.[C-]#N.[Na+].[I-].[K+].[CH3:17][NH:18]CCNC, predict the reaction product. The product is: [NH2:6][C:5]1[C:7]([CH3:9])=[CH:8][C:2]([C:17]#[N:18])=[CH:3][C:4]=1[CH2:10][CH3:11]. (2) The product is: [CH2:19]([O:18][C:16]([C:15]1[S:14][C:4]([C:5]([F:8])([F:7])[F:6])=[C:3]([C:10]#[N:11])[C:1]=1[NH2:2])=[O:17])[CH3:20]. Given the reactants [C:1]([C:3]([C:10]#[N:11])=[C:4](Cl)[C:5]([F:8])([F:7])[F:6])#[N:2].FF.[SH:14][CH2:15][C:16]([O:18][CH2:19][CH3:20])=[O:17].C([O-])(=O)C.[K+], predict the reaction product. (3) Given the reactants [F:1][C:2]1[CH:3]=[C:4]([CH:27]=[CH:28][C:29]=1[F:30])[CH2:5][N:6]1[CH2:11][CH2:10][CH2:9][CH2:8][CH:7]1[C:12]([NH:14][C@H:15]([C:17]1[CH:26]=[CH:25][C:20]([C:21]([O:23]C)=[O:22])=[CH:19][CH:18]=1)[CH3:16])=[O:13].O[Li:32].O, predict the reaction product. The product is: [F:1][C:2]1[CH:3]=[C:4]([CH:27]=[CH:28][C:29]=1[F:30])[CH2:5][N:6]1[CH2:11][CH2:10][CH2:9][CH2:8][CH:7]1[C:12]([NH:14][C@H:15]([C:17]1[CH:18]=[CH:19][C:20]([C:21]([O-:23])=[O:22])=[CH:25][CH:26]=1)[CH3:16])=[O:13].[Li+:32]. (4) Given the reactants [C:1]([O:5][C:6]([NH:8][C@H:9]1[CH2:14][CH2:13][C@H:12]([C:15](OC)=[O:16])[CH2:11][CH2:10]1)=[O:7])([CH3:4])([CH3:3])[CH3:2].C1COCC1.[Cl-].[Ca+2].[Cl-].[BH4-].[Na+], predict the reaction product. The product is: [OH:16][CH2:15][C@H:12]1[CH2:11][CH2:10][C@H:9]([NH:8][C:6](=[O:7])[O:5][C:1]([CH3:3])([CH3:2])[CH3:4])[CH2:14][CH2:13]1.